From a dataset of Reaction yield outcomes from USPTO patents with 853,638 reactions. Predict the reaction yield, written as a fraction of the theoretical maximum amount of product (1.0 means a 100% yield; for example, 0.34 means a 34% yield). (1) The reactants are [Cl-].O[NH3+:3].[C:4](=[O:7])([O-])[OH:5].[Na+].CS(C)=O.[CH3:13][C@H:14]1[O:19][C@@H:18]([CH3:20])[CH2:17][N:16]([CH2:21][CH2:22][O:23][C@H:24]2[CH2:29][CH2:28][C@H:27]([N:30]3[C:35](=[O:36])[C:34]([CH2:37][C:38]4[CH:43]=[CH:42][C:41]([C:44]5[C:45]([C:50]#[N:51])=[CH:46][CH:47]=[CH:48][CH:49]=5)=[CH:40][CH:39]=4)=[C:33]([CH2:52][CH2:53][CH3:54])[N:32]4[N:55]=[CH:56][N:57]=[C:31]34)[CH2:26][CH2:25]2)[CH2:15]1. The catalyst is C(OCC)(=O)C. The product is [CH3:13][C@H:14]1[O:19][C@@H:18]([CH3:20])[CH2:17][N:16]([CH2:21][CH2:22][O:23][C@H:24]2[CH2:25][CH2:26][C@H:27]([N:30]3[C:35](=[O:36])[C:34]([CH2:37][C:38]4[CH:39]=[CH:40][C:41]([C:44]5[CH:49]=[CH:48][CH:47]=[CH:46][C:45]=5[C:50]5[NH:3][C:4](=[O:7])[O:5][N:51]=5)=[CH:42][CH:43]=4)=[C:33]([CH2:52][CH2:53][CH3:54])[N:32]4[N:55]=[CH:56][N:57]=[C:31]34)[CH2:28][CH2:29]2)[CH2:15]1. The yield is 0.590. (2) The reactants are Cl[C:2]1[N:3]=[CH:4][C:5]([C:8]([O:10][CH3:11])=[O:9])=[N:6][CH:7]=1.CCN(CC)CC.[NH2:19][CH:20]1[CH2:25][CH2:24][O:23][CH2:22][CH2:21]1.O. The catalyst is O1CCOCC1.[Cl-].[Na+].O. The product is [O:23]1[CH2:24][CH2:25][CH:20]([NH:19][C:2]2[N:3]=[CH:4][C:5]([C:8]([O:10][CH3:11])=[O:9])=[N:6][CH:7]=2)[CH2:21][CH2:22]1. The yield is 0.339. (3) The reactants are [F:1][C:2]1[CH:7]=[CH:6][CH:5]=[CH:4][C:3]=1[C:8]1[N:12]([S:13]([C:16]2[CH:17]=[N:18][CH:19]=[CH:20][CH:21]=2)(=[O:15])=[O:14])[CH:11]=[C:10]([CH:22]=[O:23])[CH:9]=1.[Cl:24]N1C(=O)CCC1=O.C(=O)([O-])O.[Na+]. The catalyst is CN(C)C=O. The product is [Cl:24][C:11]1[N:12]([S:13]([C:16]2[CH:17]=[N:18][CH:19]=[CH:20][CH:21]=2)(=[O:15])=[O:14])[C:8]([C:3]2[CH:4]=[CH:5][CH:6]=[CH:7][C:2]=2[F:1])=[CH:9][C:10]=1[CH:22]=[O:23]. The yield is 0.680. (4) The reactants are [I:1][C:2]1[CH:7]=[CH:6][C:5]([OH:8])=[CH:4][CH:3]=1.Br[CH2:10][CH2:11][C:12]1[CH:13]2[CH2:18][CH:15]([CH2:16][CH:17]=1)[C:14]2([CH3:20])[CH3:19].C([O-])([O-])=O.[K+].[K+]. The catalyst is CN(C=O)C.CCOC(C)=O. The product is [I:1][C:2]1[CH:7]=[CH:6][C:5]([O:8][CH2:10][CH2:11][C:12]2[CH:13]3[CH2:18][CH:15]([CH2:16][CH:17]=2)[C:14]3([CH3:19])[CH3:20])=[CH:4][CH:3]=1. The yield is 0.280.